Dataset: Forward reaction prediction with 1.9M reactions from USPTO patents (1976-2016). Task: Predict the product of the given reaction. (1) Given the reactants C(O[C:6]([NH:8][C@H:9]([C:14]([N:16]([CH3:30])[C@@H:17]([CH:27]([CH3:29])[CH3:28])/[CH:18]=[C:19](\[CH2:25][CH3:26])/[C:20]([O:22][CH2:23][CH3:24])=[O:21])=[O:15])[C:10](C)([CH3:12])[CH3:11])=O)(C)(C)C.[ClH:31], predict the reaction product. The product is: [ClH:31].[CH3:6][NH:8][C@H:9]([C:14]([N:16]([CH3:30])[C@@H:17]([CH:27]([CH3:28])[CH3:29])/[CH:18]=[C:19](\[CH2:25][CH3:26])/[C:20]([O:22][CH2:23][CH3:24])=[O:21])=[O:15])[CH:10]([CH3:11])[CH3:12]. (2) Given the reactants CO[C:3]([O:5][CH:6]1[O:11][C:9](=[O:10])[C:8]([Cl:12])=[C:7]1Cl)=O.[NH2:14][C:15]1C=[CH:19][CH:18]=[CH:17][C:16]=1O.[F-].[Cs+], predict the reaction product. The product is: [Cl:12][C:8]1[C:9](=[O:10])[O:11][CH:6]2[C:7]=1[NH:14][C:15]1[C:3](=[CH:19][CH:18]=[CH:17][CH:16]=1)[O:5]2. (3) Given the reactants Cl.Cl.Cl.[O:4]1[C:12]2[CH:11]=[CH:10][N:9]=[C:8]([N:13]3[CH2:18][CH2:17][N:16]([CH2:19][CH2:20][C@H:21]4[CH2:26][CH2:25][C@H:24]([NH2:27])[CH2:23][CH2:22]4)[CH2:15][CH2:14]3)[C:7]=2[CH2:6][CH2:5]1.[CH3:28][CH:29]([CH2:33][CH3:34])[C:30](O)=[O:31], predict the reaction product. The product is: [O:4]1[C:12]2[CH:11]=[CH:10][N:9]=[C:8]([N:13]3[CH2:18][CH2:17][N:16]([CH2:19][CH2:20][C@H:21]4[CH2:26][CH2:25][C@H:24]([NH:27][C:30](=[O:31])[CH:29]([CH3:28])[CH2:33][CH3:34])[CH2:23][CH2:22]4)[CH2:15][CH2:14]3)[C:7]=2[CH2:6][CH2:5]1. (4) Given the reactants [H-].[Na+].[CH3:3][O:4][CH:5]([O:17][CH3:18])[C:6]1[CH:15]=[CH:14][CH:13]=[C:12]([OH:16])[C:7]=1[C:8]([O:10][CH3:11])=[O:9].[CH2:19](Br)[CH:20]1[O:24][CH2:23][CH2:22][CH2:21]1, predict the reaction product. The product is: [CH3:3][O:4][CH:5]([O:17][CH3:18])[C:6]1[CH:15]=[CH:14][CH:13]=[C:12]([O:16][CH2:19][CH:20]2[CH2:21][CH2:22][CH2:23][O:24]2)[C:7]=1[C:8]([O:10][CH3:11])=[O:9].